This data is from Forward reaction prediction with 1.9M reactions from USPTO patents (1976-2016). The task is: Predict the product of the given reaction. (1) Given the reactants CC1CCCN(C)C1(C)C.[Cl:11][C:12]1[CH:20]=[CH:19][C:15]([C:16]([OH:18])=[O:17])=[CH:14][N:13]=1.CN(C)[CH:23]=[O:24], predict the reaction product. The product is: [Cl:11][C:12]1[CH:20]=[C:19]([CH:23]=[O:24])[C:15]([C:16]([OH:18])=[O:17])=[CH:14][N:13]=1. (2) Given the reactants [Cl:1][C:2]1[CH:7]=[CH:6][C:5]([C:8]2[S:9][CH:10]=[CH:11][C:12]=2[CH2:13][C:14]([O:16]CC)=[O:15])=[CH:4][CH:3]=1.[OH-].[Na+], predict the reaction product. The product is: [Cl:1][C:2]1[CH:7]=[CH:6][C:5]([C:8]2[S:9][CH:10]=[CH:11][C:12]=2[CH2:13][C:14]([OH:16])=[O:15])=[CH:4][CH:3]=1. (3) Given the reactants [Cl:1][CH:2]([CH3:6])[C:3](Cl)=[O:4].[NH2:7][C:8]1[CH:13]=[CH:12][C:11]([Br:14])=[CH:10][N:9]=1.C(N(CC)CC)C.O, predict the reaction product. The product is: [Br:14][C:11]1[CH:12]=[CH:13][C:8]([NH:7][C:3](=[O:4])[CH:2]([Cl:1])[CH3:6])=[N:9][CH:10]=1. (4) The product is: [C:3]([O:7][CH:8]([C:13]1[C:18]([C:19]([F:22])([F:21])[F:20])=[CH:17][CH:16]=[C:15]([C:23]2[CH:28]=[CH:27][CH:26]=[CH:25][CH:24]=2)[C:14]=1[C:29]1[CH:30]=[CH:31][C:32]2[O:37][CH2:36][CH2:35][CH2:34][C:33]=2[CH:38]=1)[C:9]([OH:11])=[O:10])([CH3:6])([CH3:4])[CH3:5]. Given the reactants [OH-].[Li+].[C:3]([O:7][CH:8]([C:13]1[C:18]([C:19]([F:22])([F:21])[F:20])=[CH:17][CH:16]=[C:15]([C:23]2[CH:28]=[CH:27][CH:26]=[CH:25][CH:24]=2)[C:14]=1[C:29]1[CH:30]=[CH:31][C:32]2[O:37][CH2:36][CH2:35][CH2:34][C:33]=2[CH:38]=1)[C:9]([O:11]C)=[O:10])([CH3:6])([CH3:5])[CH3:4], predict the reaction product. (5) Given the reactants [F:1][C:2]1[CH:3]=[C:4]([C:11]2[CH:16]=[C:15]([F:17])[CH:14]=[CH:13][C:12]=2[O:18][CH3:19])[CH:5]=[CH:6][C:7]=1[CH:8]([NH2:10])[CH3:9].C(N(CC)CC)C.[CH3:27][N:28]1[CH:32]=[C:31]([S:33](Cl)(=[O:35])=[O:34])[C:30]([C:37]([F:40])([F:39])[F:38])=[N:29]1, predict the reaction product. The product is: [F:1][C:2]1[CH:3]=[C:4]([C:11]2[CH:16]=[C:15]([F:17])[CH:14]=[CH:13][C:12]=2[O:18][CH3:19])[CH:5]=[CH:6][C:7]=1[CH:8]([NH:10][S:33]([C:31]1[C:30]([C:37]([F:40])([F:38])[F:39])=[N:29][N:28]([CH3:27])[CH:32]=1)(=[O:35])=[O:34])[CH3:9]. (6) The product is: [CH3:8][C@H:6]1[O:7][C@@H:2]([CH3:1])[CH2:3][N:4]([C:9]2[C:14]([CH:15]=[O:16])=[CH:13][C:12]([C:31]3[S:30][CH:29]=[N:28][CH:27]=3)=[CH:11][N:10]=2)[CH2:5]1. Given the reactants [CH3:1][C@@H:2]1[O:7][C@H:6]([CH3:8])[CH2:5][N:4]([C:9]2[C:14]([CH:15]=[O:16])=[CH:13][C:12](B3OC(C)(C)C(C)(C)O3)=[CH:11][N:10]=2)[CH2:3]1.Br[C:27]1[N:28]=[CH:29][S:30][CH:31]=1, predict the reaction product. (7) Given the reactants C(O[C:4](=[O:29])[C:5](=[N:12][N:13]([C:21](=[O:28])[CH2:22][C:23]([O:25]CC)=O)[CH2:14][C:15]1[CH:20]=[CH:19][CH:18]=[CH:17][CH:16]=1)[C:6]1[CH:11]=[CH:10][CH:9]=[CH:8][CH:7]=1)C.O=[C:31](C1C=CC=CC=1)[C:32]([O:34]CC)=[O:33].Cl.Cl.C([NH:52]N)C1C=CC=CC=1.C(N(C(C)C)CC)(C)C.S([O-])([O-])(=O)=O.[Mg+2].N12CCCN=C1CCCCC2.ClC(=O)CC(OCC)=O, predict the reaction product. The product is: [OH:29][C:4]1[C:5]([C:6]2[CH:7]=[CH:8][CH:9]=[CH:10][CH:11]=2)=[N:12][N:13]([CH2:14][C:15]2[CH:16]=[CH:17][CH:18]=[CH:19][CH:20]=2)[C:21](=[O:28])[C:22]=1[C:23]([NH:52][CH2:31][C:32]([OH:34])=[O:33])=[O:25]. (8) Given the reactants [CH3:1][O:2][C:3]1[CH:8]=[CH:7][C:6]([CH:9]([N:13]2[CH2:18][CH2:17][CH2:16][CH2:15][CH2:14]2)[C:10]([O-:12])=[O:11])=[CH:5][CH:4]=1.[Li+].C1CCC(N=C=NC2CCCCC2)CC1.C1C=CC2N(O)N=NC=2C=1.[N:45]12[CH2:52][CH2:51][CH:48]([CH2:49][CH2:50]1)[C@@H:47](O)[CH2:46]2, predict the reaction product. The product is: [CH3:1][O:2][C:3]1[CH:4]=[CH:5][C:6]([CH:9]([N:13]2[CH2:18][CH2:17][CH2:16][CH2:15][CH2:14]2)[C:10]([O:12][C@@H:47]2[CH:48]3[CH2:51][CH2:52][N:45]([CH2:50][CH2:49]3)[CH2:46]2)=[O:11])=[CH:7][CH:8]=1. (9) Given the reactants [NH2:1][C:2]1[C:3]([C:9]([NH:11][C:12]2[CH:17]=[CH:16][CH:15]=[C:14](Br)[N:13]=2)=[O:10])=[N:4][C:5]([Cl:8])=[CH:6][N:7]=1.[C:19]1(B(O)O)[CH:24]=[CH:23][CH:22]=[CH:21][CH:20]=1, predict the reaction product. The product is: [NH2:1][C:2]1[C:3]([C:9]([NH:11][C:12]2[CH:17]=[CH:16][CH:15]=[C:14]([C:19]3[CH:24]=[CH:23][CH:22]=[CH:21][CH:20]=3)[N:13]=2)=[O:10])=[N:4][C:5]([Cl:8])=[CH:6][N:7]=1. (10) Given the reactants [N+:1]([C:4]1[CH:5]=[C:6]([S:18]([NH2:21])(=[O:20])=[O:19])[CH:7]=[CH:8][C:9]=1[O:10][CH2:11][CH:12]1[CH2:17][CH2:16][NH:15][CH2:14][CH2:13]1)([O-:3])=[O:2].[C:22]1(=[O:26])[CH2:25][CH2:24]C1.C([BH3-])#N.[Na+], predict the reaction product. The product is: [N+:1]([C:4]1[CH:5]=[C:6]([S:18]([NH2:21])(=[O:19])=[O:20])[CH:7]=[CH:8][C:9]=1[O:10][CH2:11][CH:12]1[CH2:13][CH2:14][N:15]([CH:25]2[CH2:22][O:26][CH2:24]2)[CH2:16][CH2:17]1)([O-:3])=[O:2].